Dataset: Catalyst prediction with 721,799 reactions and 888 catalyst types from USPTO. Task: Predict which catalyst facilitates the given reaction. (1) Reactant: C([O:3][C:4](=[O:29])[C:5]([C:27]#[N:28])([CH2:10][C:11]1[CH:16]=[C:15]([O:17][C:18]2[CH:23]=[CH:22][CH:21]=[CH:20][CH:19]=2)[CH:14]=[CH:13][C:12]=1[N+:24]([O-:26])=[O:25])[CH2:6][CH2:7][CH:8]=[CH2:9])C.[Li+].[OH-].Cl. Product: [C:27]([C:5]([CH2:10][C:11]1[CH:16]=[C:15]([O:17][C:18]2[CH:23]=[CH:22][CH:21]=[CH:20][CH:19]=2)[CH:14]=[CH:13][C:12]=1[N+:24]([O-:26])=[O:25])([CH2:6][CH2:7][CH:8]=[CH2:9])[C:4]([OH:29])=[O:3])#[N:28]. The catalyst class is: 24. (2) Reactant: C([O-])([O-])=O.[Na+].[Na+].[CH3:7][C:8]1[N:13]=[CH:12][C:11](B(O)O)=[CH:10][CH:9]=1.[CH3:17][O:18][C:19](=[O:28])[C:20]1[CH:25]=[C:24]([Cl:26])[C:23](Cl)=[N:22][CH:21]=1. Product: [CH3:17][O:18][C:19]([C:20]1[CH:25]=[C:24]([Cl:26])[C:23]([C:11]2[CH:12]=[N:13][C:8]([CH3:7])=[CH:9][CH:10]=2)=[N:22][CH:21]=1)=[O:28]. The catalyst class is: 108. (3) Reactant: C1(P(C2C=CC=CC=2)C2C=CC=CC=2)C=CC=CC=1.[N:20]([CH2:23][C@H:24]1[O:28][C:27](=[O:29])[N:26]([C:30]2[CH:35]=[CH:34][C:33]([C:36]([NH:38][O:39][CH3:40])=[O:37])=[C:32]([F:41])[CH:31]=2)[CH2:25]1)=[N+]=[N-].O. Product: [NH2:20][CH2:23][C@@H:24]1[O:28][C:27](=[O:29])[N:26]([C:30]2[CH:35]=[CH:34][C:33]([C:36]([NH:38][O:39][CH3:40])=[O:37])=[C:32]([F:41])[CH:31]=2)[CH2:25]1. The catalyst class is: 1.